The task is: Predict the reaction yield, written as a fraction of the theoretical maximum amount of product (1.0 means a 100% yield; for example, 0.34 means a 34% yield).. This data is from Reaction yield outcomes from USPTO patents with 853,638 reactions. (1) The reactants are Br[C:2]1[CH:3]=[C:4]([NH2:8])[CH:5]=[N:6][CH:7]=1.[C:9]1(C)[CH:14]=[CH:13][CH:12]=[CH:11][CH:10]=1.C(=O)([O-])[O-].[Na+].[Na+].C1(B(O)O)C=CC=CC=1. The catalyst is C(O)C.C1C=CC([P]([Pd]([P](C2C=CC=CC=2)(C2C=CC=CC=2)C2C=CC=CC=2)([P](C2C=CC=CC=2)(C2C=CC=CC=2)C2C=CC=CC=2)[P](C2C=CC=CC=2)(C2C=CC=CC=2)C2C=CC=CC=2)(C2C=CC=CC=2)C2C=CC=CC=2)=CC=1. The product is [C:9]1([C:2]2[CH:3]=[C:4]([NH2:8])[CH:5]=[N:6][CH:7]=2)[CH:14]=[CH:13][CH:12]=[CH:11][CH:10]=1. The yield is 0.130. (2) The reactants are [H-].C([Al+]CC(C)C)C(C)C.C([O:13][C:14]([C:16]1[CH:25]=[C:24]2[C:19]([C:20]([Cl:27])=[CH:21][C:22]([CH3:26])=[N:23]2)=[CH:18][CH:17]=1)=O)C. The catalyst is O1CCCC1. The product is [Cl:27][C:20]1[C:19]2[C:24](=[CH:25][C:16]([CH2:14][OH:13])=[CH:17][CH:18]=2)[N:23]=[C:22]([CH3:26])[CH:21]=1. The yield is 0.710. (3) The reactants are [C:1]1([C:7]2[CH:12]=[CH:11][CH:10]=[CH:9][C:8]=2[OH:13])[CH:6]=[CH:5][CH:4]=[CH:3][CH:2]=1.[C:14]1(=O)[O:19][C:17](=[O:18])[C:16]2=[CH:20][CH:21]=[CH:22][CH:23]=[C:15]12. No catalyst specified. The product is [OH:13][C:8]1[CH:9]=[CH:10][C:11]([C:14]2([C:11]3[CH:10]=[CH:9][C:8]([OH:13])=[C:7]([C:1]4[CH:6]=[CH:5][CH:4]=[CH:3][CH:2]=4)[CH:12]=3)[C:15]3[C:16](=[CH:20][CH:21]=[CH:22][CH:23]=3)[C:17](=[O:18])[O:19]2)=[CH:12][C:7]=1[C:1]1[CH:2]=[CH:3][CH:4]=[CH:5][CH:6]=1. The yield is 0.940.